From a dataset of Full USPTO retrosynthesis dataset with 1.9M reactions from patents (1976-2016). Predict the reactants needed to synthesize the given product. (1) The reactants are: C([CH2:8][NH:9][CH2:10][CH2:11][C:12]1[CH:17]=[CH:16][C:15]([CH2:18][CH2:19][CH2:20][N:21]2[CH2:25][CH2:24][C@@H:23]([C:26]([C:36]3[CH:41]=[CH:40][CH:39]=[CH:38][CH:37]=3)([C:30]3[CH:35]=[CH:34][CH:33]=[CH:32][CH:31]=3)[C:27]([NH2:29])=[O:28])[CH2:22]2)=[CH:14][CH:13]=1)C1C=CC=CC=1. Given the product [CH3:8][NH:9][CH2:10][CH2:11][C:12]1[CH:13]=[CH:14][C:15]([CH2:18][CH2:19][CH2:20][N:21]2[CH2:25][CH2:24][C@@H:23]([C:26]([C:30]3[CH:31]=[CH:32][CH:33]=[CH:34][CH:35]=3)([C:36]3[CH:37]=[CH:38][CH:39]=[CH:40][CH:41]=3)[C:27]([NH2:29])=[O:28])[CH2:22]2)=[CH:16][CH:17]=1, predict the reactants needed to synthesize it. (2) Given the product [Cl:1][C:2]1[N:7]([CH2:11][CH3:12])[C:6](=[O:8])[N:5]([CH3:9])[C:4](=[O:10])[CH:3]=1, predict the reactants needed to synthesize it. The reactants are: [Cl:1][C:2]1[NH:7][C:6](=[O:8])[N:5]([CH3:9])[C:4](=[O:10])[CH:3]=1.[CH2:11](I)[CH3:12].